This data is from Full USPTO retrosynthesis dataset with 1.9M reactions from patents (1976-2016). The task is: Predict the reactants needed to synthesize the given product. (1) Given the product [Cl:13][C:12]1[C:6]2[CH:5]=[CH:4][S:8][C:7]=2[CH:9]=[CH:10][CH:11]=1, predict the reactants needed to synthesize it. The reactants are: C([C:4]1[S:8][C:7]2[CH:9]=[CH:10][CH:11]=[C:12]([Cl:13])[C:6]=2[CH:5]=1)(O)=O.CN1CCN(C)C1=O.N12CCCN=C1CCCCC2. (2) Given the product [Si:1]([O:8][C@H:9]1[CH2:14][N:13]([C:15]([O:17][C:18]([CH3:21])([CH3:20])[CH3:19])=[O:16])[C@@H:12]([CH2:22][OH:23])[CH2:11][CH2:10]1)([C:4]([CH3:7])([CH3:6])[CH3:5])([CH3:3])[CH3:2], predict the reactants needed to synthesize it. The reactants are: [Si:1]([O:8][C@H:9]1[CH2:14][N:13]([C:15]([O:17][C:18]([CH3:21])([CH3:20])[CH3:19])=[O:16])[C@@H:12]([C:22](OCC)=[O:23])[CH2:11][CH2:10]1)([C:4]([CH3:7])([CH3:6])[CH3:5])([CH3:3])[CH3:2].[H-].[Al+3].[Li+].[H-].[H-].[H-]. (3) Given the product [ClH:1].[Cl:1][C:2]1[CH:7]=[C:6]([CH:8]([NH2:10])[CH3:9])[CH:5]=[C:4]([CH3:17])[N:3]=1, predict the reactants needed to synthesize it. The reactants are: [Cl:1][C:2]1[CH:7]=[C:6]([CH:8]([NH:10][S@](C(C)(C)C)=O)[CH3:9])[CH:5]=[C:4]([CH3:17])[N:3]=1.Cl. (4) Given the product [CH3:1][O:2][CH2:3][CH2:4][CH2:5][O:6][C:7]1[CH:27]=[CH:26][C:10]([O:11][C:12]2[CH:17]=[C:16]([CH3:18])[C:15]([C:19]3[N:20]=[C:21]([NH:24][C:36](=[O:43])[C:37]4[CH:42]=[CH:41][N:40]=[CH:39][CH:38]=4)[S:22][CH:23]=3)=[C:14]([CH3:25])[CH:13]=2)=[CH:9][CH:8]=1, predict the reactants needed to synthesize it. The reactants are: [CH3:1][O:2][CH2:3][CH2:4][CH2:5][O:6][C:7]1[CH:27]=[CH:26][C:10]([O:11][C:12]2[CH:17]=[C:16]([CH3:18])[C:15]([C:19]3[N:20]=[C:21]([NH2:24])[S:22][CH:23]=3)=[C:14]([CH3:25])[CH:13]=2)=[CH:9][CH:8]=1.C(N(CC)CC)C.Cl.[C:36](Cl)(=[O:43])[C:37]1[CH:42]=[CH:41][N:40]=[CH:39][CH:38]=1. (5) Given the product [CH3:9][NH:10][C:6](=[O:7])[CH2:5][O:4][CH2:1][C:2]#[CH:3], predict the reactants needed to synthesize it. The reactants are: [CH2:1]([O:4][CH2:5][C:6](Cl)=[O:7])[C:2]#[CH:3].[CH3:9][NH2:10]. (6) Given the product [F:1][C:2]1[CH:7]=[C:6]([C:8]2[CH:13]=[CH:12][N:11]=[C:10]([CH3:14])[CH:9]=2)[C:5]([CH3:15])=[CH:4][C:3]=1[CH2:16][C:17]([OH:19])=[O:18], predict the reactants needed to synthesize it. The reactants are: [F:1][C:2]1[CH:7]=[C:6]([C:8]2[CH:13]=[CH:12][N:11]=[C:10]([CH3:14])[CH:9]=2)[C:5]([CH3:15])=[CH:4][C:3]=1[CH2:16][C:17]([O:19]C(C)(C)C)=[O:18].C(O)(C(F)(F)F)=O.